Dataset: Reaction yield outcomes from USPTO patents with 853,638 reactions. Task: Predict the reaction yield, written as a fraction of the theoretical maximum amount of product (1.0 means a 100% yield; for example, 0.34 means a 34% yield). (1) The product is [Cl:1][C:2]1[CH:7]=[CH:6][C:5]([O:8][C:14]2[CH:21]=[CH:20][C:19]([CH:22]=[O:23])=[CH:18][C:15]=2[C:16]#[N:17])=[CH:4][C:3]=1[C:9]([F:10])([F:11])[F:12]. The reactants are [Cl:1][C:2]1[CH:7]=[CH:6][C:5]([OH:8])=[CH:4][C:3]=1[C:9]([F:12])([F:11])[F:10].F[C:14]1[CH:21]=[CH:20][C:19]([CH:22]=[O:23])=[CH:18][C:15]=1[C:16]#[N:17].C([O-])([O-])=O.[K+].[K+]. The yield is 0.960. The catalyst is CN(C=O)C.CC(=O)OCC. (2) The reactants are [CH3:1][O:2][C:3](=[O:43])[CH2:4][CH2:5][C@H:6]([C@@H:8]1[C@:25]2([CH3:26])[C@H:11]([C@H:12]3[C@H:22]([CH2:23][C@@H:24]2[OH:27])[C@:20]2([CH3:21])[C@@H:15]([CH2:16][C@@H:17]([O:28][CH2:29]COS(C4C=CC(C)=CC=4)(=O)=O)[CH2:18][CH2:19]2)[CH2:14][C@H:13]3[OH:42])[CH2:10][CH2:9]1)[CH3:7].[OH:44][C@:45]1([C:72]#[C:73][CH3:74])[CH2:50][CH2:49][C@H:48]2[C@H:51]3[C:60]([C@@H:61]([C:63]4[CH:68]=[CH:67][C:66]([NH:69][CH3:70])=[CH:65][CH:64]=4)[CH2:62][C@:46]12[CH3:47])=[C:59]1[C:54](=[CH:55][C:56](=[O:71])[CH2:57][CH2:58]1)[CH2:53][CH2:52]3.[Na+].[I-].[CH:77](N(C(C)C)CC)(C)C. The catalyst is C(#N)C.CCCCCC.CCOC(C)=O. The product is [CH3:1][O:2][C:3](=[O:43])[CH2:4][CH2:5][C@H:6]([C@@H:8]1[C@:25]2([CH3:26])[C@H:11]([C@H:12]3[C@H:22]([CH2:23][C@@H:24]2[OH:27])[C@:20]2([CH3:21])[C@@H:15]([CH2:16][C@@H:17]([O:28][CH2:29][CH2:70][N:69]([C:66]4[CH:65]=[CH:64][C:63]([C@H:61]5[CH2:62][C@@:46]6([CH3:47])[C@@H:48]([CH2:49][CH2:50][C@:45]6([OH:44])[C:72]#[C:73][CH3:74])[C@H:51]6[C:60]5=[C:59]5[C:54]([CH2:53][CH2:52]6)=[CH:55][C:56](=[O:71])[CH2:57][CH2:58]5)=[CH:68][CH:67]=4)[CH3:77])[CH2:18][CH2:19]2)[CH2:14][C@H:13]3[OH:42])[CH2:10][CH2:9]1)[CH3:7]. The yield is 0.633. (3) The reactants are [OH:1][C@@H:2]1[CH2:22][C:21]2[C@:16]([CH3:24])([CH2:17][CH2:18][C:19](=[O:23])[CH:20]=2)[C@@H:15]2[C@@H:3]1[C@H:4]1[C@:12]([CH3:25])([CH2:13][CH2:14]2)[C@@H:7]([C@@H:8]([CH:10]=[O:11])[CH3:9])[CH2:6][CH2:5]1.[BH4-].[Na+].Cl. The product is [OH:1][C@@H:2]1[CH2:22][C:21]2[C@:16]([CH3:24])([CH2:17][CH2:18][C:19](=[O:23])[CH:20]=2)[C@@H:15]2[C@@H:3]1[C@H:4]1[C@:12]([CH3:25])([CH2:13][CH2:14]2)[C@@H:7]([C@H:8]([CH3:9])[CH2:10][OH:11])[CH2:6][CH2:5]1. The catalyst is C(O)C. The yield is 0.880. (4) The reactants are [Cl:1][C:2]1[C:3]([O:9][C:10]2[CH:17]=[C:16]([O:18][CH2:19][CH2:20][O:21][CH3:22])[CH:15]=[CH:14][C:11]=2[CH:12]=O)=[N:4][CH:5]=[C:6]([Cl:8])[CH:7]=1.[CH3:23][CH:24](C(O)=O)[C:25]([OH:27])=[O:26].N1CCCC1.Cl. The catalyst is C(O)(=O)C.O. The product is [Cl:1][C:2]1[C:3]([O:9][C:10]2[CH:17]=[C:16]([O:18][CH2:19][CH2:20][O:21][CH3:22])[CH:15]=[CH:14][C:11]=2/[CH:12]=[C:24](\[CH3:23])/[C:25]([OH:27])=[O:26])=[N:4][CH:5]=[C:6]([Cl:8])[CH:7]=1. The yield is 0.780. (5) The reactants are [F:1][C:2]1[CH:17]=[C:16]([CH:18]=O)[CH:15]=[CH:14][C:3]=1[O:4][C:5]1[CH:6]=[CH:7][C:8]([C:11]([NH2:13])=[O:12])=[N:9][CH:10]=1.[CH3:20][CH:21]([CH3:26])[CH2:22][CH2:23][CH2:24][NH2:25].[BH4-].[Na+]. The catalyst is CO. The product is [F:1][C:2]1[CH:17]=[C:16]([CH2:18][NH:25][CH2:24][CH2:23][CH2:22][CH:21]([CH3:26])[CH3:20])[CH:15]=[CH:14][C:3]=1[O:4][C:5]1[CH:6]=[CH:7][C:8]([C:11]([NH2:13])=[O:12])=[N:9][CH:10]=1. The yield is 0.550.